From a dataset of Full USPTO retrosynthesis dataset with 1.9M reactions from patents (1976-2016). Predict the reactants needed to synthesize the given product. (1) Given the product [CH2:1]([C:3]1[C:12]([CH3:13])=[C:11]([OH:14])[C:10]2[C:5](=[CH:6][CH:7]=[C:8]([F:21])[C:9]=2[Cl:20])[N:4]=1)[CH3:2], predict the reactants needed to synthesize it. The reactants are: [CH2:1]([C:3]1[C:12]([CH3:13])=[C:11]([O:14]C(C2CC2)=O)[C:10]2[C:5](=[CH:6][CH:7]=[C:8]([F:21])[C:9]=2[Cl:20])[N:4]=1)[CH3:2].[OH-].[Na+].O.Cl. (2) Given the product [CH:12]([S:9]([C:6]1[CH:5]=[CH:4][C:3]([O:2][CH3:1])=[CH:8][CH:7]=1)(=[O:11])=[O:10])=[CH2:13], predict the reactants needed to synthesize it. The reactants are: [CH3:1][O:2][C:3]1[CH:8]=[CH:7][C:6]([S:9]([CH2:12][CH2:13]O)(=[O:11])=[O:10])=[CH:5][CH:4]=1.CS(Cl)(=O)=O. (3) Given the product [Br:11][C:8]1[CH:7]=[CH:6][C:5]([NH2:10])=[C:4]([O:3][CH2:1][CH3:2])[CH:9]=1, predict the reactants needed to synthesize it. The reactants are: [CH2:1]([O:3][C:4]1[CH:9]=[CH:8][CH:7]=[CH:6][C:5]=1[NH2:10])[CH3:2].[Br:11]N1C(=O)CCC1=O. (4) Given the product [Cl:14][C:15]1[CH:16]=[C:17]([S:22][CH:2]([C:10](=[O:13])[CH2:11][CH3:12])[C:3](=[O:9])[C:4]([O:6][CH2:7][CH3:8])=[O:5])[CH:18]=[C:19]([Cl:21])[CH:20]=1, predict the reactants needed to synthesize it. The reactants are: Cl[CH:2]([C:10](=[O:13])[CH2:11][CH3:12])[C:3](=[O:9])[C:4]([O:6][CH2:7][CH3:8])=[O:5].[Cl:14][C:15]1[CH:16]=[C:17]([SH:22])[CH:18]=[C:19]([Cl:21])[CH:20]=1.C(=O)([O-])[O-].[K+].[K+].[I-].[Na+]. (5) Given the product [C:31]([C:35]1[CH:36]=[CH:37][C:38]([CH2:39][N:7]2[C:8](=[O:9])[N:4]([CH2:1][CH2:2][CH3:3])[C:5]([CH2:10][O:11][C:12]([C:25]3[CH:30]=[CH:29][CH:28]=[CH:27][CH:26]=3)([C:19]3[CH:20]=[CH:21][CH:22]=[CH:23][CH:24]=3)[C:13]3[CH:18]=[CH:17][CH:16]=[CH:15][CH:14]=3)=[N:6]2)=[CH:41][CH:42]=1)([CH3:34])([CH3:32])[CH3:33], predict the reactants needed to synthesize it. The reactants are: [CH2:1]([N:4]1[C:8](=[O:9])[NH:7][N:6]=[C:5]1[CH2:10][O:11][C:12]([C:25]1[CH:30]=[CH:29][CH:28]=[CH:27][CH:26]=1)([C:19]1[CH:24]=[CH:23][CH:22]=[CH:21][CH:20]=1)[C:13]1[CH:18]=[CH:17][CH:16]=[CH:15][CH:14]=1)[CH2:2][CH3:3].[C:31]([C:35]1[CH:42]=[CH:41][C:38]([CH2:39]Br)=[CH:37][CH:36]=1)([CH3:34])([CH3:33])[CH3:32].C(=O)([O-])[O-].[K+].[K+].O. (6) Given the product [CH2:6]([O:5][CH2:4][C:3](=[O:2])[CH2:20][O:21][CH2:22][CH2:23][CH2:24][CH2:25][CH2:26][CH2:27][CH2:28][CH2:29][CH2:30][CH2:31][CH2:32][CH2:33][CH2:34][CH3:35])[CH2:7][CH2:8][CH2:9][CH2:10][CH2:11][CH2:12][CH2:13][CH2:14][CH2:15][CH2:16][CH2:17][CH2:18][CH3:19], predict the reactants needed to synthesize it. The reactants are: C[O:2][C:3](OC)([CH2:20][O:21][CH2:22][CH2:23][CH2:24][CH2:25][CH2:26][CH2:27][CH2:28][CH2:29][CH2:30][CH2:31][CH2:32][CH2:33][CH2:34][CH3:35])[CH2:4][O:5][CH2:6][CH2:7][CH2:8][CH2:9][CH2:10][CH2:11][CH2:12][CH2:13][CH2:14][CH2:15][CH2:16][CH2:17][CH2:18][CH3:19].Cl.